This data is from Forward reaction prediction with 1.9M reactions from USPTO patents (1976-2016). The task is: Predict the product of the given reaction. (1) The product is: [CH2:1]([O:8][C:9]1[C:18]2[C:13](=[CH:14][CH:15]=[CH:16][CH:17]=2)[N:12]=[C:11]([CH2:19][CH2:20][C:21]([NH:57][CH2:56][CH2:55][CH2:54][C:48]2[CH:53]=[CH:52][CH:51]=[CH:50][CH:49]=2)=[O:23])[C:10]=1[CH3:24])[C:2]1[CH:7]=[CH:6][CH:5]=[CH:4][CH:3]=1. Given the reactants [CH2:1]([O:8][C:9]1[C:18]2[C:13](=[CH:14][CH:15]=[CH:16][CH:17]=2)[N:12]=[C:11]([CH2:19][CH2:20][C:21]([OH:23])=O)[C:10]=1[CH3:24])[C:2]1[CH:7]=[CH:6][CH:5]=[CH:4][CH:3]=1.O.ON1C2C=CC=CC=2N=N1.Cl.C(N=C=NCCCN(C)C)C.[C:48]1([CH2:54][CH2:55][CH2:56][NH2:57])[CH:53]=[CH:52][CH:51]=[CH:50][CH:49]=1.C(N(CC)C(C)C)(C)C.C(=O)([O-])O.[Na+], predict the reaction product. (2) Given the reactants [NH2:1][C:2]1[CH:6]=[CH:5][N:4]([C:7]2[CH:14]=[CH:13][C:10]([C:11]#[N:12])=[CH:9][CH:8]=2)[N:3]=1.C(O)(=O)C.[CH:19]1([CH:22]=O)[CH2:21][CH2:20]1.C(O[BH-](OC(=O)C)OC(=O)C)(=O)C.[Na+], predict the reaction product. The product is: [CH:19]1([CH2:22][NH:1][C:2]2[CH:6]=[CH:5][N:4]([C:7]3[CH:14]=[CH:13][C:10]([C:11]#[N:12])=[CH:9][CH:8]=3)[N:3]=2)[CH2:21][CH2:20]1. (3) Given the reactants [Si:1]([O:18][C:19]1C=C2[C:26](=[C:27]3[CH:32]=[C:31](O)C=C[C:28]=13)[N:25]=[C:24]([Cl:34])C=C2)([C:14]([CH3:17])([CH3:16])[CH3:15])([C:8]1[CH:13]=[CH:12][CH:11]=[CH:10][CH:9]=1)[C:2]1[CH:7]=[CH:6][CH:5]=[CH:4][CH:3]=1.[CH:35]1([CH2:38][OH:39])[CH2:37][CH2:36]1.[C:53]1(P([C:53]2[CH:58]=[CH:57][CH:56]=[CH:55][CH:54]=2)[C:53]2[CH:58]=[CH:57][CH:56]=[CH:55][CH:54]=2)[CH:58]=[CH:57][CH:56]=[CH:55][CH:54]=1.CC(OC(/N=N/C(OC(C)(C)C)=O)=O)(C)C, predict the reaction product. The product is: [Si:1]([O:18][C:19]1[C:24]([Cl:34])=[N:25][C:26]2[C:27]([CH:28]=1)=[CH:32][CH:31]=[C:58]1[CH:57]=[CH:56][C:55]([O:39][CH2:38][CH:35]3[CH2:37][CH2:36]3)=[CH:54][C:53]=21)([C:14]([CH3:15])([CH3:17])[CH3:16])([C:2]1[CH:7]=[CH:6][CH:5]=[CH:4][CH:3]=1)[C:8]1[CH:13]=[CH:12][CH:11]=[CH:10][CH:9]=1. (4) Given the reactants [CH3:1][NH:2][C@H:3]1[CH2:7][CH2:6][NH:5][CH2:4]1.Cl[C:9]1[N:14]=[CH:13][C:12]([N+:15]([O-:17])=[O:16])=[CH:11][N:10]=1, predict the reaction product. The product is: [CH3:1][NH:2][C@H:3]1[CH2:7][CH2:6][N:5]([C:9]2[N:14]=[CH:13][C:12]([N+:15]([O-:17])=[O:16])=[CH:11][N:10]=2)[CH2:4]1. (5) Given the reactants [Br:1][C:2]1[CH:3]=[CH:4][C:5]([C:8]([O:10]C)=O)=[N:6][CH:7]=1.[CH3:12][NH2:13], predict the reaction product. The product is: [Br:1][C:2]1[CH:3]=[CH:4][C:5]([C:8]([NH:13][CH3:12])=[O:10])=[N:6][CH:7]=1. (6) Given the reactants [H-].[Na+].[F:3][C:4]1[CH:9]=[CH:8][CH:7]=[CH:6][C:5]=1[C:10]([NH:13][C:14](=[O:35])[C:15](=[CH:20][C:21]1[CH:26]=[CH:25][C:24]([N:27]2[CH:31]=[C:30]([CH3:32])[N:29]=[CH:28]2)=[C:23]([O:33][CH3:34])[CH:22]=1)[CH2:16][CH2:17][CH2:18]Cl)([CH3:12])[CH3:11].O.C(OCC)(=O)C, predict the reaction product. The product is: [F:3][C:4]1[CH:9]=[CH:8][CH:7]=[CH:6][C:5]=1[C:10]([N:13]1[CH2:18][CH2:17][CH2:16][C:15](=[CH:20][C:21]2[CH:26]=[CH:25][C:24]([N:27]3[CH:31]=[C:30]([CH3:32])[N:29]=[CH:28]3)=[C:23]([O:33][CH3:34])[CH:22]=2)[C:14]1=[O:35])([CH3:12])[CH3:11]. (7) Given the reactants C(OC([N:8]1[CH2:13][CH2:12][CH:11]([C:14](=[O:25])[C:15]2[CH:20]=[CH:19][CH:18]=[CH:17][C:16]=2[C:21]([F:24])([F:23])[F:22])[CH2:10][CH2:9]1)=O)(C)(C)C.FC(F)(F)C(O)=O, predict the reaction product. The product is: [NH:8]1[CH2:9][CH2:10][CH:11]([C:14]([C:15]2[CH:20]=[CH:19][CH:18]=[CH:17][C:16]=2[C:21]([F:22])([F:23])[F:24])=[O:25])[CH2:12][CH2:13]1.